This data is from Full USPTO retrosynthesis dataset with 1.9M reactions from patents (1976-2016). The task is: Predict the reactants needed to synthesize the given product. (1) The reactants are: [Cl:1][C:2]1[N:7]=[CH:6][C:5]([C:8]([O:10][CH3:11])=[O:9])=[CH:4][C:3]=1[N+:12]([O-])=O.[Sn](Cl)Cl. Given the product [NH2:12][C:3]1[C:2]([Cl:1])=[N:7][CH:6]=[C:5]([CH:4]=1)[C:8]([O:10][CH3:11])=[O:9], predict the reactants needed to synthesize it. (2) The reactants are: F[C:2]1[CH:3]=[CH:4][C:5]([N+:9]([O-:11])=[O:10])=[C:6]([OH:8])[CH:7]=1.[NH:12]1[CH2:17][CH2:16][O:15][CH2:14][CH2:13]1. Given the product [N:12]1([C:2]2[CH:3]=[CH:4][C:5]([N+:9]([O-:11])=[O:10])=[C:6]([OH:8])[CH:7]=2)[CH2:17][CH2:16][O:15][CH2:14][CH2:13]1, predict the reactants needed to synthesize it. (3) Given the product [Br-:30].[C:17]([C:14]1[CH:15]=[CH:16][C:11]([CH:10]2[N:9]3[C:19](=[O:31])[N:20]([CH2:22][C:23]4[CH:24]=[CH:25][C:26]([CH2:29][N+:7]([CH3:32])([CH3:8])[CH3:6])=[CH:27][CH:28]=4)[N:21]=[C:8]3[N:7]([C:32]3[CH:37]=[CH:36][CH:35]=[C:34]([C:38]([F:40])([F:39])[F:41])[CH:33]=3)[C:6]([CH3:42])=[C:5]2[C:3]([O:2][CH3:1])=[O:4])=[CH:12][CH:13]=1)#[N:18], predict the reactants needed to synthesize it. The reactants are: [CH3:1][O:2][C:3]([C:5]1[CH:10]([C:11]2[CH:16]=[CH:15][C:14]([C:17]#[N:18])=[CH:13][CH:12]=2)[N:9]2[C:19](=[O:31])[N:20]([CH2:22][C:23]3[CH:28]=[CH:27][C:26]([CH2:29][Br:30])=[CH:25][CH:24]=3)[N:21]=[C:8]2[N:7]([C:32]2[CH:37]=[CH:36][CH:35]=[C:34]([C:38]([F:41])([F:40])[F:39])[CH:33]=2)[C:6]=1[CH3:42])=[O:4]. (4) Given the product [CH3:1][C:2]1[C:3]([S:8][C:10]2[CH:11]=[C:12]([O:18][C:19]3[C:20]([CH3:25])=[N:21][CH:22]=[CH:23][CH:24]=3)[C:13]([C:16]#[N:17])=[N:14][CH:15]=2)=[N:4][CH:5]=[CH:6][CH:7]=1, predict the reactants needed to synthesize it. The reactants are: [CH3:1][C:2]1[C:3](=[S:8])[NH:4][CH:5]=[CH:6][CH:7]=1.Br[C:10]1[CH:11]=[C:12]([O:18][C:19]2[C:20]([CH3:25])=[N:21][CH:22]=[CH:23][CH:24]=2)[C:13]([C:16]#[N:17])=[N:14][CH:15]=1.[H-].[Na+].O. (5) Given the product [OH:1][CH2:2][C:3]1[CH:4]=[CH:5][C:6]([N:9]=[N:10][C:11]2[CH:16]=[CH:15][C:14]([O:17][CH2:29][C:28]([O:27][CH3:26])=[O:31])=[CH:13][C:12]=2[O:18][CH3:19])=[CH:7][CH:8]=1, predict the reactants needed to synthesize it. The reactants are: [OH:1][CH2:2][C:3]1[CH:8]=[CH:7][C:6]([N:9]=[N:10][C:11]2[CH:16]=[CH:15][C:14]([OH:17])=[CH:13][C:12]=2[O:18][CH3:19])=[CH:5][CH:4]=1.C([O-])([O-])=O.[K+].[K+].[CH3:26][O:27][C:28](=[O:31])[CH2:29]Br.C(COC1C=CC(N=NC2C=CC(CO)=CC=2)=CC=1)(OC)=O.